From a dataset of Catalyst prediction with 721,799 reactions and 888 catalyst types from USPTO. Predict which catalyst facilitates the given reaction. (1) Reactant: [CH:1]12[O:10][CH:7]([CH:8]=[CH:9]1)[CH:6]1[CH:2]2[C:3](=[O:12])[CH2:4][C:5]1=[O:11]. Product: [CH:7]12[O:10][CH:1]([CH2:9][CH2:8]1)[CH:2]1[CH:6]2[C:5](=[O:11])[CH2:4][C:3]1=[O:12]. The catalyst class is: 19. (2) Reactant: [OH-].[Na+].[F:3][C:4]1[CH:5]=[C:6](/[CH:31]=[CH:32]/[C:33]([O:35]C)=[O:34])[CH:7]=[C:8]([F:30])[C:9]=1[C@@H:10]1[C:15]2[NH:16][C:17]3[C:22]([C:14]=2[CH2:13][C@@H:12]([CH3:23])[N:11]1[CH2:24][C:25]([F:29])([CH3:28])[CH2:26][OH:27])=[CH:21][CH:20]=[CH:19][CH:18]=3.CO.Cl. Product: [F:30][C:8]1[CH:7]=[C:6](/[CH:31]=[CH:32]/[C:33]([OH:35])=[O:34])[CH:5]=[C:4]([F:3])[C:9]=1[C@@H:10]1[C:15]2[NH:16][C:17]3[C:22]([C:14]=2[CH2:13][C@@H:12]([CH3:23])[N:11]1[CH2:24][C:25]([F:29])([CH3:28])[CH2:26][OH:27])=[CH:21][CH:20]=[CH:19][CH:18]=3. The catalyst class is: 387.